Task: Predict the product of the given reaction.. Dataset: Forward reaction prediction with 1.9M reactions from USPTO patents (1976-2016) (1) The product is: [Cl:1][C:2]1[N:10]=[CH:9][C:8]([CH2:11][CH3:12])=[CH:7][C:3]=1[C:4]([NH:27][C:25](=[NH:26])[CH2:24][O:23][CH2:22][CH2:21][C:17]1[CH:18]=[CH:19][CH:20]=[C:15]([Cl:14])[CH:16]=1)=[O:6]. Given the reactants [Cl:1][C:2]1[N:10]=[CH:9][C:8]([CH2:11][CH3:12])=[CH:7][C:3]=1[C:4]([OH:6])=O.Cl.[Cl:14][C:15]1[CH:16]=[C:17]([CH2:21][CH2:22][O:23][CH2:24][C:25]([NH2:27])=[NH:26])[CH:18]=[CH:19][CH:20]=1.CN(C(ON1N=NC2C=CC=CC1=2)=[N+](C)C)C.[B-](F)(F)(F)F.CCN(C(C)C)C(C)C, predict the reaction product. (2) Given the reactants [CH2:1]([O:8][CH2:9][CH2:10][CH2:11][O:12][C:13]1[CH:18]=[CH:17][N:16]([CH:19]2[CH2:24][CH2:23][N:22]([C:25]([O:27][C:28]([CH3:31])([CH3:30])[CH3:29])=[O:26])[CH2:21][CH:20]2[OH:32])[C:15](=[O:33])[CH:14]=1)[C:2]1[CH:7]=[CH:6][CH:5]=[CH:4][CH:3]=1.[CH2:34]([O:41][CH2:42][CH2:43][CH2:44][O:45][C:46]1[CH:51]=[CH:50][N:49]([CH:52]2[CH:57]([OH:58])[CH2:56][CH2:55][N:54]([C:59]([O:61][C:62]([CH3:65])([CH3:64])[CH3:63])=[O:60])[CH2:53]2)[C:48](=[O:66])[CH:47]=1)[C:35]1[CH:40]=[CH:39][CH:38]=[CH:37][CH:36]=1.Br[CH2:68][C:69]1[CH:78]=[CH:77][C:76]2[C:71](=[CH:72][CH:73]=[CH:74][CH:75]=2)[CH:70]=1, predict the reaction product. The product is: [CH2:34]([O:41][CH2:42][CH2:43][CH2:44][O:45][C:46]1[CH:51]=[CH:50][N:49]([CH:52]2[CH:57]([O:58][CH2:68][C:69]3[CH:78]=[CH:77][C:76]4[C:71](=[CH:72][CH:73]=[CH:74][CH:75]=4)[CH:70]=3)[CH2:56][CH2:55][N:54]([C:59]([O:61][C:62]([CH3:63])([CH3:65])[CH3:64])=[O:60])[CH2:53]2)[C:48](=[O:66])[CH:47]=1)[C:35]1[CH:40]=[CH:39][CH:38]=[CH:37][CH:36]=1.[CH2:1]([O:8][CH2:9][CH2:10][CH2:11][O:12][C:13]1[CH:18]=[CH:17][N:16]([CH:19]2[CH2:24][CH2:23][N:22]([C:25]([O:27][C:28]([CH3:30])([CH3:29])[CH3:31])=[O:26])[CH2:21][CH:20]2[O:32][CH2:68][C:69]2[CH:78]=[CH:77][C:76]3[C:71](=[CH:72][CH:73]=[CH:74][CH:75]=3)[CH:70]=2)[C:15](=[O:33])[CH:14]=1)[C:2]1[CH:3]=[CH:4][CH:5]=[CH:6][CH:7]=1. (3) Given the reactants [NH2:1][CH2:2][C@@H:3]1[C@@H:11]([C@@:12]2([CH3:21])[CH2:17][CH2:16][C@H:15]([OH:18])[CH2:14][C@@H:13]2[CH2:19][OH:20])[CH2:10][CH2:9][C@@:8]2([CH3:22])[C@H:4]1[CH2:5][CH2:6][C:7]2=[CH2:23].C1CN([P+](ON2N=NC3C=CC=CC2=3)(N2CCCC2)N2CCCC2)CC1.F[P-](F)(F)(F)(F)F.[CH3:57][C:58]1[CH:59]=[CH:60][C:61]([C:64](O)=[O:65])=[CH:62][CH:63]=1.CCN(C(C)C)C(C)C, predict the reaction product. The product is: [OH:18][C@H:15]1[CH2:16][CH2:17][C@@:12]([C@H:11]2[CH2:10][CH2:9][C@@:8]3([CH3:22])[C@@H:4]([CH2:5][CH2:6][C:7]3=[CH2:23])[C@@H:3]2[CH2:2][NH:1][C:64](=[O:65])[C:61]2[CH:62]=[CH:63][C:58]([CH3:57])=[CH:59][CH:60]=2)([CH3:21])[C@@H:13]([CH2:19][OH:20])[CH2:14]1.